This data is from Reaction yield outcomes from USPTO patents with 853,638 reactions. The task is: Predict the reaction yield, written as a fraction of the theoretical maximum amount of product (1.0 means a 100% yield; for example, 0.34 means a 34% yield). (1) The reactants are [NH:1]1[C:5]2[CH:6]=[CH:7][CH:8]=[CH:9][C:4]=2[N:3]=[C:2]1[CH2:10][C:11]([NH:13][C:14]1[CH:19]=[C:18]([CH:20]([CH3:22])[CH3:21])[CH:17]=[CH:16][C:15]=1[CH3:23])=[O:12].Br[CH2:25][C:26]1[CH:35]=[CH:34][C:29]([C:30]([O:32][CH3:33])=[O:31])=[CH:28][CH:27]=1.C(N(C(C)C)CC)(C)C. No catalyst specified. The product is [CH:20]([C:18]1[CH:17]=[CH:16][C:15]([CH3:23])=[C:14]([NH:13][C:11](=[O:12])[CH2:10][C:2]2[N:3]([CH2:25][C:26]3[CH:35]=[CH:34][C:29]([C:30]([O:32][CH3:33])=[O:31])=[CH:28][CH:27]=3)[C:4]3[CH:9]=[CH:8][CH:7]=[CH:6][C:5]=3[N:1]=2)[CH:19]=1)([CH3:21])[CH3:22]. The yield is 0.900. (2) The reactants are [NH2:1][C@@H:2]([CH2:13][CH2:14][O:15][CH:16]([F:18])[F:17])[C:3]([O:5][CH2:6][C:7]1[CH:12]=[CH:11][CH:10]=[CH:9][CH:8]=1)=[O:4].[CH3:19][O:20][C:21](Cl)=[O:22]. The catalyst is ClCCl. The product is [F:18][CH:16]([F:17])[O:15][CH2:14][CH2:13][C@H:2]([NH:1][C:21]([O:20][CH3:19])=[O:22])[C:3]([O:5][CH2:6][C:7]1[CH:12]=[CH:11][CH:10]=[CH:9][CH:8]=1)=[O:4]. The yield is 0.400.